This data is from Full USPTO retrosynthesis dataset with 1.9M reactions from patents (1976-2016). The task is: Predict the reactants needed to synthesize the given product. (1) Given the product [Cl:27][C:24]1[CH:25]=[CH:26][C:21]([NH:2][C@H:3]2[CH2:6][C@H:5]([N:7]3[C:11]4=[N:12][CH:13]=[CH:14][N:15]=[C:10]4[N:9]([CH:16]4[CH2:17][CH2:18]4)[C:8]3=[O:19])[CH2:4]2)=[N:22][CH:23]=1, predict the reactants needed to synthesize it. The reactants are: Cl.[NH2:2][C@H:3]1[CH2:6][C@H:5]([N:7]2[C:11]3=[N:12][CH:13]=[CH:14][N:15]=[C:10]3[N:9]([CH:16]3[CH2:18][CH2:17]3)[C:8]2=[O:19])[CH2:4]1.Br[C:21]1[CH:26]=[CH:25][C:24]([Cl:27])=[CH:23][N:22]=1.C([O-])(=O)C.[Cs+]. (2) Given the product [Cl:1][C:2]1[CH:3]=[C:4]([CH:8]=[CH:9][C:10]=1[CH:11]([O:13][C:14]1[CH:19]=[CH:18][CH:17]=[CH:16][CH:15]=1)[CH3:12])[C:5]([NH:32][CH2:33][C:34]1[C:35]([OH:42])=[N:36][C:37]([CH3:41])=[CH:38][C:39]=1[CH3:40])=[O:7], predict the reactants needed to synthesize it. The reactants are: [Cl:1][C:2]1[CH:3]=[C:4]([CH:8]=[CH:9][C:10]=1[CH:11]([O:13][C:14]1[CH:19]=[CH:18][CH:17]=[CH:16][CH:15]=1)[CH3:12])[C:5]([OH:7])=O.Cl.CN(C)CCCN=C=NCC.[NH2:32][CH2:33][C:34]1[C:35]([OH:42])=[N:36][C:37]([CH3:41])=[CH:38][C:39]=1[CH3:40]. (3) Given the product [Cl:1][C:2]1[CH:7]=[CH:6][C:5]([N:8]=[N:18][C:14]2[CH:15]=[C:16]([F:17])[C:11]([F:10])=[CH:12][C:13]=2[I:19])=[CH:4][CH:3]=1, predict the reactants needed to synthesize it. The reactants are: [Cl:1][C:2]1[CH:7]=[CH:6][C:5]([N:8]=O)=[CH:4][CH:3]=1.[F:10][C:11]1[C:16]([F:17])=[CH:15][C:14]([NH2:18])=[C:13]([I:19])[CH:12]=1.CCOC(C)=O. (4) The reactants are: [CH2:1]([N:8]([CH:40]1[CH2:45][CH2:44][CH2:43][CH2:42][CH2:41]1)[C:9](=[O:39])[C:10]1[CH:15]=[C:14]([N:16]2[CH2:21][CH2:20][N:19]([CH2:22][CH2:23][CH:24]([C:31]3[CH:36]=[CH:35][CH:34]=[CH:33][CH:32]=3)[C:25]3[CH:30]=[CH:29][CH:28]=[CH:27][CH:26]=3)[CH2:18][CH2:17]2)[CH:13]=[CH:12][C:11]=1[O:37]C)[C:2]1[CH:7]=[CH:6][CH:5]=[CH:4][CH:3]=1.B(Br)(Br)Br.O.C(=O)([O-])O.[Na+]. Given the product [CH2:1]([N:8]([CH:40]1[CH2:45][CH2:44][CH2:43][CH2:42][CH2:41]1)[C:9](=[O:39])[C:10]1[CH:15]=[C:14]([N:16]2[CH2:21][CH2:20][N:19]([CH2:22][CH2:23][CH:24]([C:25]3[CH:30]=[CH:29][CH:28]=[CH:27][CH:26]=3)[C:31]3[CH:32]=[CH:33][CH:34]=[CH:35][CH:36]=3)[CH2:18][CH2:17]2)[CH:13]=[CH:12][C:11]=1[OH:37])[C:2]1[CH:7]=[CH:6][CH:5]=[CH:4][CH:3]=1, predict the reactants needed to synthesize it. (5) Given the product [S:26]1[C:27]2[CH:33]=[CH:32][CH:31]=[CH:30][C:28]=2[N:29]=[C:25]1[CH:16]([O:17][CH:18]1[CH2:19][CH2:20][N:21]([CH3:24])[CH2:22][CH2:23]1)[C:12]1[CH:11]=[C:10]([S:9][CH2:8][C:5]2([CH2:3][CH2:35][OH:37])[CH2:6][CH2:7]2)[CH:15]=[CH:14][CH:13]=1, predict the reactants needed to synthesize it. The reactants are: CO[C:3]([C:5]1([CH2:8][S:9][C:10]2[CH:15]=[CH:14][CH:13]=[C:12]([CH:16]([C:25]3[S:26][C:27]4[CH:33]=[CH:32][CH:31]=[CH:30][C:28]=4[N:29]=3)[O:17][CH:18]3[CH2:23][CH2:22][N:21]([CH3:24])[CH2:20][CH2:19]3)[CH:11]=2)[CH2:7][CH2:6]1)=O.[Li].[C:35](OCC)(=[O:37])C.C(=O)([O-])[O-].[Na+].[Na+]. (6) Given the product [CH2:1]([CH:5]([CH2:11][C:12]1[CH:13]=[CH:14][C:15]([O:18][CH2:19][CH2:20][NH:21][C:22]([C:24]2[CH:29]=[CH:28][C:27]([C:30]3[CH:31]=[C:32]([CH3:41])[C:33]([O:37][CH2:38][O:39][CH3:40])=[C:34]([CH3:36])[CH:35]=3)=[CH:26][CH:25]=2)=[O:23])=[CH:16][CH:17]=1)[C:6]([OH:8])=[O:7])[CH2:2][CH2:3][CH3:4], predict the reactants needed to synthesize it. The reactants are: [CH2:1]([CH:5]([CH2:11][C:12]1[CH:17]=[CH:16][C:15]([O:18][CH2:19][CH2:20][NH:21][C:22]([C:24]2[CH:29]=[CH:28][C:27]([C:30]3[CH:35]=[C:34]([CH3:36])[C:33]([O:37][CH2:38][O:39][CH3:40])=[C:32]([CH3:41])[CH:31]=3)=[CH:26][CH:25]=2)=[O:23])=[CH:14][CH:13]=1)[C:6]([O:8]CC)=[O:7])[CH2:2][CH2:3][CH3:4].[OH-].[Na+]. (7) Given the product [F:17][C:4]1[CH:5]=[C:6]([B:8]2[O:12][C:11]([CH3:13])([CH3:14])[C:10]([CH3:16])([CH3:15])[O:9]2)[CH:7]=[C:2]([F:1])[C:3]=1[O:18][CH2:20][CH2:21][CH2:22][CH2:23][CH2:24][C:25]([O:27][CH2:28][CH3:29])=[O:26], predict the reactants needed to synthesize it. The reactants are: [F:1][C:2]1[CH:7]=[C:6]([B:8]2[O:12][C:11]([CH3:14])([CH3:13])[C:10]([CH3:16])([CH3:15])[O:9]2)[CH:5]=[C:4]([F:17])[C:3]=1[OH:18].Br[CH2:20][CH2:21][CH2:22][CH2:23][CH2:24][C:25]([O:27][CH2:28][CH3:29])=[O:26].C([O-])([O-])=O.[Cs+].[Cs+]. (8) Given the product [Cl:32][C:33]1[CH:38]=[C:37]([C:39]2[CH:44]=[N:43][CH:42]=[C:41]([CH3:45])[N:40]=2)[CH:36]=[CH:35][C:34]=1[C:2]1[C:13](=[O:14])[N:12]([CH2:15][CH2:16][O:17][CH:18]2[CH2:19][N:20]([C:22]([O:24][C:25]([CH3:26])([CH3:27])[CH3:28])=[O:23])[CH2:21]2)[C:5]2[N:6]=[C:7]([S:10][CH3:11])[N:8]=[CH:9][C:4]=2[CH:3]=1, predict the reactants needed to synthesize it. The reactants are: Br[C:2]1[C:13](=[O:14])[N:12]([CH2:15][CH2:16][O:17][CH:18]2[CH2:21][N:20]([C:22]([O:24][C:25]([CH3:28])([CH3:27])[CH3:26])=[O:23])[CH2:19]2)[C:5]2[N:6]=[C:7]([S:10][CH3:11])[N:8]=[CH:9][C:4]=2[CH:3]=1.CCO.[Cl:32][C:33]1[CH:38]=[C:37]([C:39]2[CH:44]=[N:43][CH:42]=[C:41]([CH3:45])[N:40]=2)[CH:36]=[CH:35][C:34]=1B(O)O.C([O-])([O-])=O.[Cs+].[Cs+]. (9) Given the product [CH2:17]([N:8]1[C:7]2[N:6]=[CH:5][NH:4][C:12]=2[C:11]2=[N:13][N:14]=[N:15][N:10]2[C:9]1=[O:16])[CH2:18][CH2:19][CH2:20][CH3:21], predict the reactants needed to synthesize it. The reactants are: C([N:4]1[C:12]2[C:11]3=[N:13][N:14]=[N:15][N:10]3[C:9](=[O:16])[N:8]([CH2:17][CH2:18][CH2:19][CH2:20][CH3:21])[C:7]=2[N:6]=[CH:5]1)C=C.N1CCOCC1.N#N.Cl.